From a dataset of Forward reaction prediction with 1.9M reactions from USPTO patents (1976-2016). Predict the product of the given reaction. (1) Given the reactants [C:1]([O:5][C:6]([N:8]1[CH2:13][CH2:12][CH:11]([C:14]2[NH:15][CH:16]=[C:17]([C:19]3[CH:24]=[CH:23][C:22]([F:25])=[C:21]([C:26]([F:29])([F:28])[F:27])[CH:20]=3)[N:18]=2)[CH2:10][CH2:9]1)=[O:7])([CH3:4])([CH3:3])[CH3:2].[OH-].[K+].Cl.[CH2:33]([N:40]1[CH2:45][CH2:44][CH2:43][CH2:42][C@@H:41]1[CH2:46]Br)[C:34]1[CH:39]=[CH:38][CH:37]=[CH:36][CH:35]=1.O, predict the reaction product. The product is: [C:1]([O:5][C:6]([N:8]1[CH2:13][CH2:12][CH:11]([C:14]2[N:15]([CH2:46][CH:41]3[CH2:42][CH2:43][CH2:44][CH2:45][N:40]3[CH2:33][C:34]3[CH:39]=[CH:38][CH:37]=[CH:36][CH:35]=3)[CH:16]=[C:17]([C:19]3[CH:24]=[CH:23][C:22]([F:25])=[C:21]([C:26]([F:27])([F:28])[F:29])[CH:20]=3)[N:18]=2)[CH2:10][CH2:9]1)=[O:7])([CH3:4])([CH3:2])[CH3:3]. (2) Given the reactants [H-].[Al+3].[Li+].[H-].[H-].[H-].C([O:11][C:12](=O)[CH2:13][CH2:14][N:15]1[CH2:19][CH2:18][CH2:17][C@H:16]1[C:20]1[N:24]2[CH:25]=[C:26]([F:29])[CH:27]=[CH:28][C:23]2=[N:22][N:21]=1)(C)(C)C, predict the reaction product. The product is: [F:29][C:26]1[CH:27]=[CH:28][C:23]2[N:24]([C:20]([C@@H:16]3[CH2:17][CH2:18][CH2:19][N:15]3[CH2:14][CH2:13][CH2:12][OH:11])=[N:21][N:22]=2)[CH:25]=1. (3) Given the reactants [OH:1][N:2]=[CH:3][C:4]1[N:5]=[C:6]([CH:9]2[CH2:14][CH2:13][N:12]([C:15](=[O:27])[CH2:16][N:17]3[C:21]([CH3:22])=[CH:20][C:19]([C:23]([F:26])([F:25])[F:24])=[N:18]3)[CH2:11][CH2:10]2)[S:7][CH:8]=1.[C:28]1([C:34]#[CH:35])[CH:33]=[CH:32][CH:31]=[CH:30][CH:29]=1.Cl[O-].[Na+], predict the reaction product. The product is: [CH3:22][C:21]1[N:17]([CH2:16][C:15]([N:12]2[CH2:13][CH2:14][CH:9]([C:6]3[S:7][CH:8]=[C:4]([C:3]4[CH:35]=[C:34]([C:28]5[CH:33]=[CH:32][CH:31]=[CH:30][CH:29]=5)[O:1][N:2]=4)[N:5]=3)[CH2:10][CH2:11]2)=[O:27])[N:18]=[C:19]([C:23]([F:26])([F:25])[F:24])[CH:20]=1. (4) Given the reactants [C:1]([C:3]1[N:8]=[CH:7][C:6]([C:9]([OH:11])=O)=[CH:5][CH:4]=1)#[N:2].CN(C(ON1N=NC2C=CC=NC1=2)=[N+](C)C)C.F[P-](F)(F)(F)(F)F.CCN(C(C)C)C(C)C.[F:45][CH:46]1[C:51]([O:54][CH3:55])([O:52][CH3:53])[CH2:50][CH2:49][NH:48][CH2:47]1, predict the reaction product. The product is: [C:1]([C:3]1[N:8]=[CH:7][C:6]([C:9]([N:48]2[CH2:49][CH2:50][C:51]([O:54][CH3:55])([O:52][CH3:53])[CH:46]([F:45])[CH2:47]2)=[O:11])=[CH:5][CH:4]=1)#[N:2]. (5) Given the reactants [ClH:1].[NH2:2][C:3]1[CH:8]=[CH:7][C:6]([NH:9][C:10](=[O:26])[C:11]2[CH:16]=[CH:15][CH:14]=[C:13]([NH:17][C:18]3[CH:23]=[C:22]([NH2:24])[N:21]=[C:20]([NH2:25])[N:19]=3)[CH:12]=2)=[CH:5][CH:4]=1.[Cl:27][C:28]1[C:37]2[C:32](=[CH:33][CH:34]=[C:35]([N+:38]([O-:40])=[O:39])[CH:36]=2)[N:31]=[CH:30][CH:29]=1.Cl.CO.CCOC(C)=O, predict the reaction product. The product is: [ClH:27].[ClH:1].[NH2:25][C:20]1[N:19]=[C:18]([NH:17][C:13]2[CH:12]=[C:11]([CH:16]=[CH:15][CH:14]=2)[C:10]([NH:9][C:6]2[CH:7]=[CH:8][C:3]([NH:2][C:28]3[C:37]4[C:32](=[CH:33][CH:34]=[C:35]([N+:38]([O-:40])=[O:39])[CH:36]=4)[N:31]=[CH:30][CH:29]=3)=[CH:4][CH:5]=2)=[O:26])[CH:23]=[C:22]([NH2:24])[N:21]=1. (6) Given the reactants C[O:2][C:3]([C:5]1[N:6]=[C:7]2[CH:16]=[CH:15][C:14]([N:17]3[CH2:22][CH2:21][CH2:20][CH2:19][CH2:18]3)=[CH:13][N:8]2[C:9](=[O:12])[C:10]=1[OH:11])=O.[Cl:23][C:24]1[CH:25]=[C:26]([CH:29]=[CH:30][C:31]=1[Cl:32])[CH2:27][NH2:28], predict the reaction product. The product is: [Cl:23][C:24]1[CH:25]=[C:26]([CH:29]=[CH:30][C:31]=1[Cl:32])[CH2:27][NH:28][C:3]([C:5]1[N:6]=[C:7]2[CH:16]=[CH:15][C:14]([N:17]3[CH2:18][CH2:19][CH2:20][CH2:21][CH2:22]3)=[CH:13][N:8]2[C:9](=[O:12])[C:10]=1[OH:11])=[O:2]. (7) The product is: [CH3:25][C:4]1[CH:3]=[C:2]([O:1][S:28]([C:27]([F:40])([F:39])[F:26])(=[O:30])=[O:29])[CH:23]=[C:22]([CH3:24])[C:5]=1[CH2:6][C@@H:7]1[CH2:11][CH2:10][N:9]([CH:12]2[CH2:20][CH2:19][C:18]3[C:14](=[CH:15][N:16]([S:28]([C:27]([F:40])([F:39])[F:26])(=[O:30])=[O:29])[N:17]=3)[CH2:13]2)[C:8]1=[O:21]. Given the reactants [OH:1][C:2]1[CH:23]=[C:22]([CH3:24])[C:5]([CH2:6][C@@H:7]2[CH2:11][CH2:10][N:9]([CH:12]3[CH2:20][CH2:19][C:18]4[C:14](=[CH:15][NH:16][N:17]=4)[CH2:13]3)[C:8]2=[O:21])=[C:4]([CH3:25])[CH:3]=1.[F:26][C:27]([F:40])([F:39])[S:28](O[S:28]([C:27]([F:40])([F:39])[F:26])(=[O:30])=[O:29])(=[O:30])=[O:29], predict the reaction product. (8) The product is: [Cl:1][C:2]1[CH:9]=[CH:8][C:5]([CH2:6][NH:7][C:23]([NH:22][C:5]2[C:6]3[NH:7][C:14](=[O:20])[O:15][C:16]=3[CH:2]=[CH:3][CH:4]=2)=[O:24])=[CH:4][CH:3]=1. Given the reactants [Cl:1][C:2]1[CH:9]=[CH:8][C:5]([CH2:6][NH2:7])=[CH:4][CH:3]=1.ClC(Cl)(O[C:14](=[O:20])[O:15][C:16](Cl)(Cl)Cl)Cl.[N-:22]=[C:23]=[O:24], predict the reaction product. (9) Given the reactants [O:1]=[C:2]1[C:10]2[C:5](=[CH:6][CH:7]=[CH:8][CH:9]=2)[C:4](=S)[N:3]1[CH:12]([CH2:17][CH2:18][C:19]([O:21][CH3:22])=[O:20])[C:13]([O:15][CH3:16])=[O:14].C(Cl)Cl.CC[O:28]C(C)=O, predict the reaction product. The product is: [O:1]=[C:2]1[C:10]2[C:5](=[CH:6][CH:7]=[CH:8][CH:9]=2)[C:4](=[O:28])[N:3]1[CH:12]([CH2:17][CH2:18][C:19]([O:21][CH3:22])=[O:20])[C:13]([O:15][CH3:16])=[O:14]. (10) Given the reactants C([O:4][CH2:5][C:6]1[C:7]([N:32]2[CH2:44][CH2:43][N:35]3[C:36]4[CH2:37][CH2:38][CH2:39][CH2:40][C:41]=4[CH:42]=[C:34]3[C:33]2=[O:45])=[N:8][CH:9]=[CH:10][C:11]=1[C:12]1[CH:17]=[C:16]([NH:18][C:19]2[CH:29]=[C:22]3[CH:23]([CH3:28])[N:24]([CH3:27])[CH2:25][CH2:26][N:21]3[N:20]=2)[C:15](=[O:30])[N:14]([CH3:31])[CH:13]=1)(=O)C.[OH-].[Li+].C(O)(C)C.C1COCC1, predict the reaction product. The product is: [CH3:28][CH:23]1[N:24]([CH3:27])[CH2:25][CH2:26][N:21]2[N:20]=[C:19]([NH:18][C:16]3[C:15](=[O:30])[N:14]([CH3:31])[CH:13]=[C:12]([C:11]4[CH:10]=[CH:9][N:8]=[C:7]([N:32]5[CH2:44][CH2:43][N:35]6[C:36]7[CH2:37][CH2:38][CH2:39][CH2:40][C:41]=7[CH:42]=[C:34]6[C:33]5=[O:45])[C:6]=4[CH2:5][OH:4])[CH:17]=3)[CH:29]=[C:22]12.